Dataset: Full USPTO retrosynthesis dataset with 1.9M reactions from patents (1976-2016). Task: Predict the reactants needed to synthesize the given product. (1) Given the product [C:1]([O:5][C:6]([N:8]1[CH2:12][CH2:11][CH2:10][C@H:9]1[CH2:13][NH:18][CH:15]([CH3:17])[CH3:16])=[O:7])([CH3:4])([CH3:3])[CH3:2], predict the reactants needed to synthesize it. The reactants are: [C:1]([O:5][C:6]([N:8]1[CH2:12][CH2:11][CH2:10][C@H:9]1[CH:13]=O)=[O:7])([CH3:4])([CH3:3])[CH3:2].[CH:15]([NH2:18])([CH3:17])[CH3:16].[BH4-].[Na+].O. (2) Given the product [CH3:17][C:14]1([C:12]([N:9]2[CH2:8][CH2:7][CH:6]([C:4]([OH:5])=[O:3])[CH2:11][CH2:10]2)=[O:13])[CH2:15][CH2:16]1, predict the reactants needed to synthesize it. The reactants are: C([O:3][C:4]([CH:6]1[CH2:11][CH2:10][N:9]([C:12]([C:14]2([CH3:17])[CH2:16][CH2:15]2)=[O:13])[CH2:8][CH2:7]1)=[O:5])C.C1COCC1.CCO.O[Li].O. (3) Given the product [Br:11][C:12]1[CH:21]=[C:20]2[C:15]([CH2:16][CH2:17][N:18]([C:4]3[CH:5]=[C:6]([N:27]4[CH2:28][CH2:29][N:24]([CH3:23])[CH2:25][CH2:26]4)[N:7]=[C:2]([NH2:1])[N:3]=3)[CH2:19]2)=[CH:14][C:13]=1[F:22], predict the reactants needed to synthesize it. The reactants are: [NH2:1][C:2]1[N:7]=[C:6](Cl)[CH:5]=[C:4](Cl)[N:3]=1.Cl.[Br:11][C:12]1[CH:21]=[C:20]2[C:15]([CH2:16][CH2:17][NH:18][CH2:19]2)=[CH:14][C:13]=1[F:22].[CH3:23][N:24]1[CH2:29][CH2:28][N:27](C)[CH2:26][CH2:25]1.C(O)(C)(C)C.CN1CCNCC1. (4) Given the product [Br:34][CH2:35][CH2:36][CH2:37][O:38][C:43]1[CH:44]=[CH:45][C:40]([Cl:39])=[CH:41][C:42]=1[C:47]1[O:51][N:50]=[CH:49][CH:48]=1, predict the reactants needed to synthesize it. The reactants are: C1(P(C2C=CC=CC=2)C2C=CC=CC=2)C=CC=CC=1.CC(OC(/N=N/C(OC(C)C)=O)=O)C.[Br:34][CH2:35][CH2:36][CH2:37][OH:38].[Cl:39][C:40]1[CH:45]=[CH:44][C:43](O)=[C:42]([C:47]2[O:51][N:50]=[CH:49][CH:48]=2)[CH:41]=1. (5) Given the product [F:13][C:14]1[CH:19]=[C:18]([S:20][C:21]([F:24])([F:23])[F:22])[CH:17]=[CH:16][C:15]=1[N:25]([CH3:29])[C:26]([NH:4][O:3][CH3:2])=[O:27], predict the reactants needed to synthesize it. The reactants are: Cl.[CH3:2][O:3][NH2:4].C(N(CC)CC)C.O.[F:13][C:14]1[CH:19]=[C:18]([S:20][C:21]([F:24])([F:23])[F:22])[CH:17]=[CH:16][C:15]=1[N:25]([CH3:29])[C:26](Cl)=[O:27]. (6) Given the product [C:8]1([C:6]2[N:7]=[C:2]([NH:36][C:35]3[CH:34]=[CH:33][C:32]([N:26]4[CH2:31][CH2:30][CH2:29][CH2:28][CH2:27]4)=[CH:38][CH:37]=3)[C:3]3[NH:16][N:15]=[CH:14][C:4]=3[N:5]=2)[CH:9]=[CH:10][CH:11]=[CH:12][CH:13]=1, predict the reactants needed to synthesize it. The reactants are: Cl[C:2]1[C:3]2[C:4](=[CH:14][N:15](CC3C=CC(OC)=CC=3)[N:16]=2)[N:5]=[C:6]([C:8]2[CH:13]=[CH:12][CH:11]=[CH:10][CH:9]=2)[N:7]=1.[N:26]1([C:32]2[CH:38]=[CH:37][C:35]([NH2:36])=[CH:34][CH:33]=2)[CH2:31][CH2:30][CH2:29][CH2:28][CH2:27]1.Cl. (7) Given the product [CH3:1][O:3][C:4]([CH:6]1[CH2:10][C:9](=[O:11])[N:8]([C:12]2[CH:13]=[CH:14][C:15]([OH:18])=[CH:16][CH:17]=2)[CH2:7]1)=[O:5], predict the reactants needed to synthesize it. The reactants are: [CH2:1]([O:3][C:4]([CH:6]1[CH2:10][C:9](=[O:11])[N:8]([C:12]2[CH:17]=[CH:16][C:15]([OH:18])=[CH:14][CH:13]=2)[CH2:7]1)=[O:5])C. (8) Given the product [CH2:17]([O:16][C:42]1[CH:17]=[C:18]([CH:19]=[C:45]([O:46][CH2:6][CH2:1][CH2:2][CH2:3][CH2:4][CH2:20][CH2:21][CH2:22]/[CH:23]=[CH:24]\[CH2:25]/[CH:26]=[CH:27]\[CH2:4][CH2:3][CH2:2][CH2:1][CH3:6])[N:43]=1)[C:35]([O:36][CH2:6][CH2:1][CH2:2][CH2:3][CH2:4][CH2:6][CH2:1][CH2:2]/[CH:3]=[CH:4]\[CH2:6]/[CH:1]=[CH:2]\[CH2:3][CH2:4][CH2:30][CH2:29][CH3:28])=[O:38])[CH2:18][CH2:19][CH2:20][CH2:21][CH2:22][CH2:23][CH2:24]/[CH:25]=[CH:26]\[CH2:27]/[CH:28]=[CH:29]\[CH2:30][CH2:31][CH2:32][CH2:33][CH3:34], predict the reactants needed to synthesize it. The reactants are: [CH:1]1[C:2](C(O)=O)=[CH:3][C:4](O)=N[C:6]=1O.S([O:16][CH2:17][CH2:18][CH2:19][CH2:20][CH2:21][CH2:22][CH2:23][CH2:24]/[CH:25]=[CH:26]\[CH2:27]/[CH:28]=[CH:29]\[CH2:30][CH2:31][CH2:32][CH2:33][CH3:34])(=O)(=O)C.[C:35](=[O:38])([O-])[O-:36].[K+].[K+].O.[CH3:42][N:43]([CH:45]=[O:46])C. (9) Given the product [I:2][C:3]1[CH:4]=[C:5]([CH:8]=[CH:9][CH:10]=1)[CH2:6][NH:7][C:18](=[O:19])[O:20][C:21]([CH3:24])([CH3:23])[CH3:22], predict the reactants needed to synthesize it. The reactants are: Cl.[I:2][C:3]1[CH:4]=[C:5]([CH:8]=[CH:9][CH:10]=1)[CH2:6][NH2:7].C(N(CC)CC)C.[C:18](O[C:18]([O:20][C:21]([CH3:24])([CH3:23])[CH3:22])=[O:19])([O:20][C:21]([CH3:24])([CH3:23])[CH3:22])=[O:19]. (10) Given the product [Na+:32].[C:1]([O:5][C:6]([NH:8][CH2:9][CH2:10][CH2:11][C:12]1[CH:13]=[C:14]2[C:19]3=[C:20]([CH2:22][CH2:23][CH2:24][N:18]3[CH:17]=[C:16]([C:25]([O-:27])=[O:26])[C:15]2=[O:30])[CH:21]=1)=[O:7])([CH3:4])([CH3:2])[CH3:3], predict the reactants needed to synthesize it. The reactants are: [C:1]([O:5][C:6]([NH:8][CH2:9][CH2:10][CH2:11][C:12]1[CH:13]=[C:14]2[C:19]3=[C:20]([CH2:22][CH2:23][CH2:24][N:18]3[CH:17]=[C:16]([C:25]([O:27]CC)=[O:26])[C:15]2=[O:30])[CH:21]=1)=[O:7])([CH3:4])([CH3:3])[CH3:2].[OH-].[Na+:32].C(=O)=O.